Predict the product of the given reaction. From a dataset of Forward reaction prediction with 1.9M reactions from USPTO patents (1976-2016). (1) Given the reactants [C:1]([O:5][C:6]([N:8]1[CH2:12][C@@H:11]([C:13]2[CH:18]=[CH:17][CH:16]=[CH:15][CH:14]=2)[C@H:10]([CH2:19]O)[CH2:9]1)=[O:7])([CH3:4])([CH3:3])[CH3:2].C(N(S(F)(F)[F:27])CC)C.O, predict the reaction product. The product is: [C:1]([O:5][C:6]([N:8]1[CH2:12][C@@H:11]([C:13]2[CH:18]=[CH:17][CH:16]=[CH:15][CH:14]=2)[C@H:10]([CH2:19][F:27])[CH2:9]1)=[O:7])([CH3:4])([CH3:3])[CH3:2]. (2) Given the reactants [Cl:1][C:2]1[CH:11]=[CH:10][C:9]2[N:8]=[CH:7][C:6]3[NH:12][C:13](=[O:26])[N:14]([C:15]4[CH:20]=[CH:19][C:18]([C:21]([CH3:25])([CH3:24])[C:22]#[N:23])=[CH:17][CH:16]=4)[C:5]=3[C:4]=2[CH:3]=1.C([O-])(=O)C.[Na+].O.[C:33](O[C:33](=[O:37])/[CH:34]=[CH:35]/[CH3:36])(=[O:37])/[CH:34]=[CH:35]/[CH3:36], predict the reaction product. The product is: [C:33]([N:12]1[C:6]2[CH:7]=[N:8][C:9]3[CH:10]=[CH:11][C:2]([Cl:1])=[CH:3][C:4]=3[C:5]=2[N:14]([C:15]2[CH:20]=[CH:19][C:18]([C:21]([CH3:24])([CH3:25])[C:22]#[N:23])=[CH:17][CH:16]=2)[C:13]1=[O:26])(=[O:37])/[CH:34]=[CH:35]/[CH3:36]. (3) The product is: [Cl:7][C:8]1[CH:13]=[CH:12][C:11]([C:14]2[S:18][C:17]([C:19]([N:43]([O:5][CH3:1])[CH3:41])=[O:20])=[C:16]([C:22]3[CH:23]=[CH:24][C:25]([S:28](=[O:30])(=[O:31])[N:29]=[CH:36][N:37]([CH3:39])[CH3:38])=[CH:26][CH:27]=3)[C:15]=2[CH2:32][N:33]([CH3:35])[CH3:34])=[CH:10][CH:9]=1. Given the reactants [C:1](Cl)(=[O:5])C(Cl)=O.[Cl:7][C:8]1[CH:13]=[CH:12][C:11]([C:14]2[S:18][C:17]([C:19](O)=[O:20])=[C:16]([C:22]3[CH:27]=[CH:26][C:25]([S:28](=[O:31])(=[O:30])[NH2:29])=[CH:24][CH:23]=3)[C:15]=2[CH2:32][N:33]([CH3:35])[CH3:34])=[CH:10][CH:9]=1.[CH3:36][N:37]([CH:39]=O)[CH3:38].[CH2:41]([N:43](CC)CC)C, predict the reaction product. (4) Given the reactants [OH:1][CH2:2][CH2:3][CH2:4][CH2:5][CH2:6][CH2:7][NH:8][C:9](=[O:15])[O:10][C:11]([CH3:14])([CH3:13])[CH3:12].[CH3:16][S:17](Cl)(=[O:19])=[O:18], predict the reaction product. The product is: [CH3:16][S:17]([O:1][CH2:2][CH2:3][CH2:4][CH2:5][CH2:6][CH2:7][NH:8][C:9]([O:10][C:11]([CH3:12])([CH3:14])[CH3:13])=[O:15])(=[O:19])=[O:18]. (5) Given the reactants [CH2:1]([O:8][C:9]1[CH:14]=[CH:13][C:12]([CH2:15][C:16]([OH:18])=O)=[C:11]([Cl:19])[CH:10]=1)[C:2]1[CH:7]=[CH:6][CH:5]=[CH:4][CH:3]=1.[NH:20]1[CH2:23][CH2:22][CH2:21]1.CCN(C(C)C)C(C)C.CN(C(ON1N=NC2C=CC=NC1=2)=[N+](C)C)C.F[P-](F)(F)(F)(F)F, predict the reaction product. The product is: [N:20]1([C:16](=[O:18])[CH2:15][C:12]2[CH:13]=[CH:14][C:9]([O:8][CH2:1][C:2]3[CH:3]=[CH:4][CH:5]=[CH:6][CH:7]=3)=[CH:10][C:11]=2[Cl:19])[CH2:23][CH2:22][CH2:21]1. (6) Given the reactants Cl.[NH2:2][CH:3]([CH2:9][C:10]1[CH:15]=[CH:14][CH:13]=[CH:12][CH:11]=1)[C@H:4]([OH:8])[C:5]([OH:7])=[O:6].C(=O)(O)[O-].[Na+].[C:21](O[C:21]([O:23][C:24]([CH3:27])([CH3:26])[CH3:25])=[O:22])([O:23][C:24]([CH3:27])([CH3:26])[CH3:25])=[O:22], predict the reaction product. The product is: [C:24]([O:23][C:21]([NH:2][CH:3]([CH2:9][C:10]1[CH:15]=[CH:14][CH:13]=[CH:12][CH:11]=1)[C@H:4]([OH:8])[C:5]([OH:7])=[O:6])=[O:22])([CH3:27])([CH3:26])[CH3:25]. (7) Given the reactants O.[NH2:2][NH2:3].[Cl:4][C:5]1[CH:10]=[CH:9][C:8]([C:11](=O)[CH2:12][N:13]2C(=O)CS[C:14]2=[O:19])=[CH:7][CH:6]=1, predict the reaction product. The product is: [Cl:4][C:5]1[CH:10]=[CH:9][C:8]([C:11]2[CH2:12][NH:13][C:14](=[O:19])[NH:2][N:3]=2)=[CH:7][CH:6]=1. (8) Given the reactants [CH3:1][O:2][C:3]1[CH:36]=[C:35]([O:37][CH3:38])[CH:34]=[CH:33][C:4]=1[CH2:5][NH:6][C:7]1[C:12]([N+:13]([O-])=O)=[CH:11][N:10]=[C:9]([C:16]2[C:24]3[C:19](=[N:20][CH:21]=[CH:22][CH:23]=3)[N:18]([CH2:25][C:26]3[CH:31]=[CH:30][CH:29]=[CH:28][C:27]=3[F:32])[N:17]=2)[N:8]=1, predict the reaction product. The product is: [CH3:1][O:2][C:3]1[CH:36]=[C:35]([O:37][CH3:38])[CH:34]=[CH:33][C:4]=1[CH2:5][NH:6][C:7]1[C:12]([NH2:13])=[CH:11][N:10]=[C:9]([C:16]2[C:24]3[C:19](=[N:20][CH:21]=[CH:22][CH:23]=3)[N:18]([CH2:25][C:26]3[CH:31]=[CH:30][CH:29]=[CH:28][C:27]=3[F:32])[N:17]=2)[N:8]=1. (9) Given the reactants [NH2:1][CH2:2][CH2:3][CH2:4][CH2:5][NH2:6].C(N(CC)C(C)C)(C)C.C(O[C:19]([C:21]1[N:26]2[C:27]([C:30](=[O:35])C(Cl)(Cl)Cl)=[CH:28][N:29]=[C:25]2[CH:24]=[CH:23][CH:22]=1)=[O:20])C.[C:36](O[C:36]([O:38][C:39]([CH3:42])([CH3:41])[CH3:40])=[O:37])([O:38][C:39]([CH3:42])([CH3:41])[CH3:40])=[O:37], predict the reaction product. The product is: [C:39]([O:38][C:36]([NH:1][CH2:2][CH2:3][CH2:4][CH2:5][N:6]1[C:19](=[O:20])[C:21]2[N:26]3[C:27](=[CH:28][N:29]=[C:25]3[CH:24]=[CH:23][CH:22]=2)[C:30]1=[O:35])=[O:37])([CH3:42])([CH3:41])[CH3:40]. (10) Given the reactants [I:1][C:2]1[CH:3]=[C:4]2[C:8](=[CH:9][CH:10]=1)[NH:7][CH:6]=[C:5]2[CH2:11][C:12]([N:14]([CH3:16])[CH3:15])=[O:13].[H-].[Na+].[H][H].[CH2:21](Cl)[C:22]1[CH:27]=[CH:26][CH:25]=[CH:24][CH:23]=1, predict the reaction product. The product is: [CH2:21]([N:7]1[C:8]2[C:4](=[CH:3][C:2]([I:1])=[CH:10][CH:9]=2)[C:5]([CH2:11][C:12]([N:14]([CH3:15])[CH3:16])=[O:13])=[CH:6]1)[C:22]1[CH:27]=[CH:26][CH:25]=[CH:24][CH:23]=1.